From a dataset of Full USPTO retrosynthesis dataset with 1.9M reactions from patents (1976-2016). Predict the reactants needed to synthesize the given product. (1) Given the product [C:1]([C:5]1[N:6]=[C:7]([N:22]2[CH2:27][CH2:26][CH2:24][CH:23]2[CH3:28])[C:8]2[N:13]=[N:12][N:11]([CH2:14][C:15]3[CH:20]=[CH:19][CH:18]=[CH:17][C:16]=3[Cl:21])[C:9]=2[N:10]=1)([CH3:4])([CH3:3])[CH3:2], predict the reactants needed to synthesize it. The reactants are: [C:1]([C:5]1[N:6]=[C:7]([N:22]2[CH2:27][CH2:26]O[CH2:24][CH2:23]2)[C:8]2[N:13]=[N:12][N:11]([CH2:14][C:15]3[CH:20]=[CH:19][CH:18]=[CH:17][C:16]=3[Cl:21])[C:9]=2[N:10]=1)([CH3:4])([CH3:3])[CH3:2].[C:28](C1N=C(Cl)C2N=NN(CC3C=CC=CC=3Cl)C=2N=1)(C)(C)C.CC1CCCN1. (2) Given the product [CH3:29][Si:28]([CH3:31])([CH3:30])[CH2:27][CH2:26][O:25][CH2:24][N:7]([CH2:6][O:5][CH2:4][CH2:3][Si:2]([CH3:33])([CH3:32])[CH3:1])[C:8]1[N:13]2[N:14]=[CH:15][C:16]([I:41])=[C:12]2[N:11]=[C:10]([CH:17]2[CH2:22][CH2:21][C:20](=[O:23])[CH2:19][CH2:18]2)[CH:9]=1, predict the reactants needed to synthesize it. The reactants are: [CH3:1][Si:2]([CH3:33])([CH3:32])[CH2:3][CH2:4][O:5][CH2:6][N:7]([CH2:24][O:25][CH2:26][CH2:27][Si:28]([CH3:31])([CH3:30])[CH3:29])[C:8]1[N:13]2[N:14]=[CH:15][CH:16]=[C:12]2[N:11]=[C:10]([CH:17]2[CH2:22][CH2:21][C:20](=[O:23])[CH2:19][CH2:18]2)[CH:9]=1.C1C(=O)N([I:41])C(=O)C1. (3) Given the product [Cl:30][C:31]1[CH:32]=[N+:33]([O-:56])[CH:34]=[C:35]([Cl:55])[C:36]=1[CH2:37][C@@H:38]([C:40]1[CH:45]=[CH:44][C:43]([O:46][CH:47]([F:49])[F:48])=[C:42]([O:50][CH2:51][CH:52]2[CH2:54][CH2:53]2)[CH:41]=1)[O:24][C:23](=[O:25])[CH2:22][CH2:21][O:20][C:1]([C:8]1[CH:13]=[CH:12][CH:11]=[CH:10][CH:9]=1)([C:14]1[CH:15]=[CH:16][CH:17]=[CH:18][CH:19]=1)[C:2]1[CH:3]=[CH:4][CH:5]=[CH:6][CH:7]=1, predict the reactants needed to synthesize it. The reactants are: [C:1]([O:20][CH2:21][CH2:22][C:23]([OH:25])=[O:24])([C:14]1[CH:19]=[CH:18][CH:17]=[CH:16][CH:15]=1)([C:8]1[CH:13]=[CH:12][CH:11]=[CH:10][CH:9]=1)[C:2]1[CH:7]=[CH:6][CH:5]=[CH:4][CH:3]=1.C(Cl)CCl.[Cl:30][C:31]1[CH:32]=[N+:33]([O-:56])[CH:34]=[C:35]([Cl:55])[C:36]=1[CH2:37][C@@H:38]([C:40]1[CH:45]=[CH:44][C:43]([O:46][CH:47]([F:49])[F:48])=[C:42]([O:50][CH2:51][CH:52]2[CH2:54][CH2:53]2)[CH:41]=1)O. (4) Given the product [F:20][C:2]([F:19])([F:1])[C:3]1[CH:8]=[CH:7][C:6]([C:9]([F:12])([F:10])[F:11])=[CH:5][C:4]=1[C:13]1[CH:14]=[CH:15][N+:16]([O-:29])=[CH:17][CH:18]=1, predict the reactants needed to synthesize it. The reactants are: [F:1][C:2]([F:20])([F:19])[C:3]1[CH:8]=[CH:7][C:6]([C:9]([F:12])([F:11])[F:10])=[CH:5][C:4]=1[C:13]1[CH:18]=[CH:17][N:16]=[CH:15][CH:14]=1.ClC1C=CC=C(C(OO)=[O:29])C=1.S([O-])([O-])=O.[Na+].[Na+]. (5) Given the product [OH:1][C:2]1[CH:7]=[CH:6][C:5]([C:8]2[S:9][C:10](=[CH:16][C:17]3[CH:24]=[CH:23][C:20]([CH3:21])=[CH:19][CH:18]=3)[C:11](=[O:13])[N:12]=2)=[CH:4][C:3]=1[O:14][CH3:15], predict the reactants needed to synthesize it. The reactants are: [OH:1][C:2]1[CH:7]=[CH:6][C:5]([C:8]2[S:9][CH2:10][C:11](=[O:13])[N:12]=2)=[CH:4][C:3]=1[O:14][CH3:15].[CH3:16][C:17]1[CH:24]=[CH:23][C:20]([CH:21]=O)=[CH:19][CH:18]=1.C(O)(=O)C.C([O-])(=O)C.[Na+]. (6) Given the product [C:23]([O:22][C:20](=[O:21])[NH:19][C@@H:13]1[CH2:12][C@@H:11]([NH2:10])[CH2:16][CH2:15][C@H:14]1[O:17][CH3:18])([CH3:26])([CH3:25])[CH3:24], predict the reactants needed to synthesize it. The reactants are: C(OC(=O)[NH:10][C@H:11]1[CH2:16][CH2:15][C@@H:14]([O:17][CH3:18])[C@H:13]([NH:19][C:20]([O:22][C:23]([CH3:26])([CH3:25])[CH3:24])=[O:21])[CH2:12]1)C1C=CC=CC=1. (7) Given the product [CH3:5][O:4][N:3]([CH3:2])[C:16]([CH:13]1[CH2:15][CH2:14]1)=[O:17], predict the reactants needed to synthesize it. The reactants are: Cl.[CH3:2][NH:3][O:4][CH3:5].C(N(CC)CC)C.[CH:13]1([C:16](Cl)=[O:17])[CH2:15][CH2:14]1.